This data is from Catalyst prediction with 721,799 reactions and 888 catalyst types from USPTO. The task is: Predict which catalyst facilitates the given reaction. (1) The catalyst class is: 5. Reactant: [CH3:1][C:2]1[C:6]2[C:7](=[O:19])[N:8]([CH2:12][CH2:13][N:14]3[CH2:18][CH2:17][CH2:16][CH2:15]3)[CH2:9][CH2:10][CH2:11][C:5]=2[NH:4][C:3]=1[CH:20]=O.[F:22][C:23]1[C:28]([F:29])=[CH:27][CH:26]=[CH:25][C:24]=1[C:30]1[CH:38]=[CH:37][CH:36]=[C:35]2[C:31]=1[CH2:32][C:33](=[O:39])[NH:34]2.N1CCCCC1. Product: [F:22][C:23]1[C:28]([F:29])=[CH:27][CH:26]=[CH:25][C:24]=1[C:30]1[CH:38]=[CH:37][CH:36]=[C:35]2[C:31]=1/[C:32](=[CH:20]/[C:3]1[NH:4][C:5]3[CH2:11][CH2:10][CH2:9][N:8]([CH2:12][CH2:13][N:14]4[CH2:15][CH2:16][CH2:17][CH2:18]4)[C:7](=[O:19])[C:6]=3[C:2]=1[CH3:1])/[C:33](=[O:39])[NH:34]2. (2) Reactant: C(N=C=NCCCN(C)C)C.[OH:12][C:13]1[CH:18]=[CH:17][C:16]([N:19]([CH2:30][C:31]([OH:33])=O)[C:20](=[O:29])/[CH:21]=[CH:22]/[C:23]2[CH:28]=[CH:27][CH:26]=[CH:25][CH:24]=2)=[CH:15][CH:14]=1.ON1C2N=CC=CC=2N=N1.[C:44]([O:48][C:49]([NH:51][C@H:52]1[CH2:56][CH2:55][NH:54][CH2:53]1)=[O:50])([CH3:47])([CH3:46])[CH3:45].CN1CCOCC1. Product: [OH:12][C:13]1[CH:14]=[CH:15][C:16]([N:19]([C:20](=[O:29])/[CH:21]=[CH:22]/[C:23]2[CH:24]=[CH:25][CH:26]=[CH:27][CH:28]=2)[CH2:30][C:31]([N:54]2[CH2:55][CH2:56][C@H:52]([NH:51][C:49](=[O:50])[O:48][C:44]([CH3:46])([CH3:45])[CH3:47])[CH2:53]2)=[O:33])=[CH:17][CH:18]=1. The catalyst class is: 39. (3) Reactant: [C:1]([NH:4][C@@H:5]1[C@@H:18]([O:19][CH2:20][C:21]2[CH:26]=[CH:25][CH:24]=[CH:23][CH:22]=2)[C@@H:17]([O:27]C(=O)C2C=CC=CC=2)[C@@H:16]([CH2:36][O:37][CH2:38][C:39]2[CH:44]=[CH:43][CH:42]=[CH:41][CH:40]=2)[O:15][C@@H:6]1[O:7][CH2:8][C:9]1[CH:14]=[CH:13][CH:12]=[CH:11][CH:10]=1)(=[O:3])[CH3:2].[Na]. Product: [C:1]([NH:4][C@@H:5]1[C@@H:18]([O:19][CH2:20][C:21]2[CH:22]=[CH:23][CH:24]=[CH:25][CH:26]=2)[C@@H:17]([OH:27])[C@@H:16]([CH2:36][O:37][CH2:38][C:39]2[CH:40]=[CH:41][CH:42]=[CH:43][CH:44]=2)[O:15][C@@H:6]1[O:7][CH2:8][C:9]1[CH:10]=[CH:11][CH:12]=[CH:13][CH:14]=1)(=[O:3])[CH3:2]. The catalyst class is: 5. (4) Reactant: [CH2:1]([O:4][C:5]1[S:6][CH:7]=[C:8]([CH2:10]O)[N:9]=1)[C:2]#[CH:3].S(Cl)([Cl:14])=O. Product: [Cl:14][CH2:10][C:8]1[N:9]=[C:5]([O:4][CH2:1][C:2]#[CH:3])[S:6][CH:7]=1. The catalyst class is: 22. (5) Reactant: C[Si]([N-][Si](C)(C)C)(C)C.[Li+].[CH3:11][C:12]1[CH:17]=[CH:16][N:15]=[CH:14][N:13]=1.[F:18][C:19]1[CH:20]=[C:21]([CH:27]=[CH:28][CH:29]=1)[C:22](OCC)=[O:23]. Product: [F:18][C:19]1[CH:20]=[C:21]([C:22](=[O:23])[CH2:11][C:12]2[CH:17]=[CH:16][N:15]=[CH:14][N:13]=2)[CH:27]=[CH:28][CH:29]=1. The catalyst class is: 7. (6) Reactant: [OH:1][N:2]=[C:3](Cl)[C:4]1[CH:9]=[CH:8][CH:7]=[CH:6][C:5]=1[C:10]([F:13])([F:12])[F:11].[CH3:15][O:16][C:17](=[O:21])[CH2:18][C:19]#[N:20].C[O-].[Na+]. Product: [CH3:15][O:16][C:17]([C:18]1[C:3]([C:4]2[CH:9]=[CH:8][CH:7]=[CH:6][C:5]=2[C:10]([F:13])([F:12])[F:11])=[N:2][O:1][C:19]=1[NH2:20])=[O:21]. The catalyst class is: 5.